This data is from Reaction yield outcomes from USPTO patents with 853,638 reactions. The task is: Predict the reaction yield, written as a fraction of the theoretical maximum amount of product (1.0 means a 100% yield; for example, 0.34 means a 34% yield). (1) The reactants are [O:1]1[CH2:6][CH2:5][CH:4]([OH:7])[CH2:3][CH2:2]1.C1(P(C2C=CC=CC=2)C2C=CC=CC=2)C=CC=CC=1.[CH2:27]([C:29]1[N:30]=[C:31]([CH2:58][CH2:59][CH3:60])[N:32]([CH2:43][C:44]2[CH:49]=[CH:48][C:47]([C:50]3[C:51]([C:56]#[N:57])=[CH:52][CH:53]=[CH:54][CH:55]=3)=[CH:46][CH:45]=2)[C:33](=[O:42])[C:34]=1[C:35]1[CH:40]=[CH:39][C:38](O)=[CH:37][CH:36]=1)[CH3:28].[N:61]([C:69]([O:71]C(C)C)=[O:70])=[N:61][C:69]([O:71]C(C)C)=[O:70]. The catalyst is O1CCCC1.C(OCC)(=O)C. The product is [CH2:27]([C:29]1[N:30]=[C:31]([CH2:58][CH2:59][CH3:60])[N:32]([CH2:43][C:44]2[CH:49]=[CH:48][C:47]([C:50]3[CH:55]=[CH:54][CH:53]=[CH:52][C:51]=3[C:56]3[NH:61][C:69](=[O:70])[O:71][N:57]=3)=[CH:46][CH:45]=2)[C:33](=[O:42])[C:34]=1[C:35]1[CH:40]=[CH:39][C:38]([O:7][CH:4]2[CH2:5][CH2:6][O:1][CH2:2][CH2:3]2)=[CH:37][CH:36]=1)[CH3:28]. The yield is 0.360. (2) The reactants are [CH3:1][O:2][C:3]1[CH:4]=[C:5]2[C:9](=[CH:10][CH:11]=1)[NH:8][C:7](=[O:12])[CH2:6]2.[CH2:13]([N:15]([CH2:30][CH3:31])[CH2:16][CH2:17][CH2:18][NH:19][C:20]([C:22]1[NH:23][C:24]([CH:28]=O)=[CH:25][C:26]=1[CH3:27])=[O:21])[CH3:14]. No catalyst specified. The product is [CH2:30]([N:15]([CH2:13][CH3:14])[CH2:16][CH2:17][CH2:18][NH:19][C:20]([C:22]1[NH:23][C:24]([CH:28]=[C:6]2[C:5]3[C:9](=[CH:10][CH:11]=[C:3]([O:2][CH3:1])[CH:4]=3)[NH:8][C:7]2=[O:12])=[CH:25][C:26]=1[CH3:27])=[O:21])[CH3:31]. The yield is 0.390. (3) The reactants are FC(F)(F)C(O)=O.[CH:8]1([CH2:11][CH2:12][NH:13][C:14]2[N:22]=[C:21]3[C:17]([N:18]=[C:19]([O:23][CH3:24])[NH:20]3)=[C:16]([NH2:25])[N:15]=2)[CH2:10][CH2:9]1.C(=O)([O-])[O-].[K+].[K+].CS(O[CH2:37][CH:38]1[CH2:43][CH2:42][CH2:41][O:40][CH2:39]1)(=O)=O. The catalyst is CN(C)C=O.C(OCC)(=O)C. The product is [CH:8]1([CH2:11][CH2:12][NH:13][C:14]2[N:22]=[C:21]3[C:17]([N:18]=[C:19]([O:23][CH3:24])[N:20]3[CH2:37][CH:38]3[CH2:43][CH2:42][CH2:41][O:40][CH2:39]3)=[C:16]([NH2:25])[N:15]=2)[CH2:10][CH2:9]1. The yield is 0.880.